Dataset: Catalyst prediction with 721,799 reactions and 888 catalyst types from USPTO. Task: Predict which catalyst facilitates the given reaction. (1) Reactant: [CH2:1]([O:8][C:9]1[CH:16]=[CH:15][C:12]([CH2:13][OH:14])=[CH:11][CH:10]=1)[C:2]1[CH:7]=[CH:6][CH:5]=[CH:4][CH:3]=1.[Br:17][C:18]1[CH:23]=[CH:22][C:21]([F:24])=[CH:20][C:19]=1[CH2:25][C:26](O)=[O:27].C(N=C=NC(C)C)(C)C. Product: [Br:17][C:18]1[CH:23]=[CH:22][C:21]([F:24])=[CH:20][C:19]=1[CH2:25][C:26]([O:14][CH2:13][C:12]1[CH:11]=[CH:10][C:9]([O:8][CH2:1][C:2]2[CH:3]=[CH:4][CH:5]=[CH:6][CH:7]=2)=[CH:16][CH:15]=1)=[O:27]. The catalyst class is: 112. (2) Reactant: Cl[C:2]1[C:11]([CH:12]=[O:13])=[CH:10][C:9]2[C:4](=[C:5]([Cl:14])[CH:6]=[CH:7][CH:8]=2)[N:3]=1.[C:15]1([OH:21])[CH:20]=[CH:19][CH:18]=[CH:17][CH:16]=1.C([O-])([O-])=O.[K+].[K+]. Product: [Cl:14][C:5]1[CH:6]=[CH:7][CH:8]=[C:9]2[C:4]=1[N:3]=[C:2]([O:21][C:15]1[CH:20]=[CH:19][CH:18]=[CH:17][CH:16]=1)[C:11]([CH:12]=[O:13])=[CH:10]2. The catalyst class is: 18. (3) Reactant: CS(C)=O.C(Cl)(=O)C(Cl)=O.N#N.C(Cl)(Cl)Cl.[CH2:17]([O:57][CH:58]1[C@H:62]2[C@H:63]([O:83][Si:84]([C:87]([CH3:90])([CH3:89])[CH3:88])([CH3:86])[CH3:85])[N:64]([C:75]([O:77][CH2:78][C:79]([Cl:82])([Cl:81])[Cl:80])=[O:76])[C:65]3[CH:72]=[CH:71][C:70]([O:73][CH3:74])=[CH:69][C:66]=3[C:67](=[O:68])[N:61]2[CH2:60][C@H:59]1[OH:91])[CH2:18][CH2:19][CH2:20][CH2:21][O:22][CH:23]1[C@H:27]2[C@H:28]([O:48][Si:49]([C:52]([CH3:55])([CH3:54])[CH3:53])([CH3:51])[CH3:50])[N:29]([C:40]([O:42][CH2:43][C:44]([Cl:47])([Cl:46])[Cl:45])=[O:41])[C:30]3[CH:37]=[CH:36][C:35]([O:38][CH3:39])=[CH:34][C:31]=3[C:32](=[O:33])[N:26]2[CH2:25][C@H:24]1[OH:56]. Product: [CH2:21]([O:22][CH:23]1[C@H:27]2[C@H:28]([O:48][Si:49]([C:52]([CH3:55])([CH3:54])[CH3:53])([CH3:51])[CH3:50])[N:29]([C:40]([O:42][CH2:43][C:44]([Cl:45])([Cl:47])[Cl:46])=[O:41])[C:30]3[CH:37]=[CH:36][C:35]([O:38][CH3:39])=[CH:34][C:31]=3[C:32](=[O:33])[N:26]2[CH2:25][C:24]1=[O:56])[CH2:20][CH2:19][CH2:18][CH2:17][O:57][CH:58]1[C@H:62]2[C@H:63]([O:83][Si:84]([C:87]([CH3:88])([CH3:89])[CH3:90])([CH3:85])[CH3:86])[N:64]([C:75]([O:77][CH2:78][C:79]([Cl:82])([Cl:81])[Cl:80])=[O:76])[C:65]3[CH:72]=[CH:71][C:70]([O:73][CH3:74])=[CH:69][C:66]=3[C:67](=[O:68])[N:61]2[CH2:60][C:59]1=[O:91]. The catalyst class is: 2. (4) Reactant: [CH2:1]1[O:3][C@H:2]1[CH2:4][OH:5].[I:6][C:7]1[CH:12]=[CH:11][C:10]([OH:13])=[CH:9][CH:8]=1.C(N(CC)CC)C. Product: [I:6][C:7]1[CH:12]=[CH:11][C:10]([O:13][CH2:1][C@@H:2]([OH:3])[CH2:4][OH:5])=[CH:9][CH:8]=1. The catalyst class is: 8. (5) Reactant: [CH3:1][O:2][C:3]1[CH:13]=[CH:12][CH:11]=[C:5]2[C:6]([NH:8][C:9](=O)[C:4]=12)=O.B.CO.Cl. Product: [CH3:1][O:2][C:3]1[CH:13]=[CH:12][CH:11]=[C:5]2[C:4]=1[CH2:9][NH:8][CH2:6]2. The catalyst class is: 7.